Dataset: Forward reaction prediction with 1.9M reactions from USPTO patents (1976-2016). Task: Predict the product of the given reaction. (1) Given the reactants Cl[C:2]1[C:11]2[C:6](=[CH:7][CH:8]=[C:9]([CH3:12])[CH:10]=2)[C:5]([C:13]2[CH:18]=[CH:17][C:16]([O:19][CH3:20])=[CH:15][CH:14]=2)=[N:4][N:3]=1.[NH2:21][CH:22]1[CH2:27][CH2:26][N:25]([CH2:28][C:29]2[CH:38]=[CH:37][C:36]3[C:31](=[CH:32][CH:33]=[CH:34][CH:35]=3)[CH:30]=2)[CH2:24][CH2:23]1, predict the reaction product. The product is: [CH3:20][O:19][C:16]1[CH:17]=[CH:18][C:13]([C:5]2[C:6]3[C:11](=[CH:10][C:9]([CH3:12])=[CH:8][CH:7]=3)[C:2]([NH:21][CH:22]3[CH2:23][CH2:24][N:25]([CH2:28][C:29]4[CH:38]=[CH:37][C:36]5[C:31](=[CH:32][CH:33]=[CH:34][CH:35]=5)[CH:30]=4)[CH2:26][CH2:27]3)=[N:3][N:4]=2)=[CH:14][CH:15]=1. (2) Given the reactants [Br:1][C:2]1[CH:3]=[C:4]([CH:8]2[CH2:13][CH2:12][N:11](C(OC(C)(C)C)=O)[CH2:10][CH:9]2[O:21][CH2:22][C:23]2[CH:32]=[CH:31][C:30]3[C:25](=[CH:26][CH:27]=[CH:28][CH:29]=3)[CH:24]=2)[CH:5]=[CH:6][CH:7]=1.Cl, predict the reaction product. The product is: [Br:1][C:2]1[CH:3]=[C:4]([CH:8]2[CH2:13][CH2:12][NH:11][CH2:10][CH:9]2[O:21][CH2:22][C:23]2[CH:32]=[CH:31][C:30]3[C:25](=[CH:26][CH:27]=[CH:28][CH:29]=3)[CH:24]=2)[CH:5]=[CH:6][CH:7]=1. (3) The product is: [CH:27]1([C:25]([C:19]2[CH:24]=[CH:23][CH:22]=[CH:21][C:20]=2[B:10]2[O:11][C:12]([CH3:17])([CH3:18])[C:13]([CH3:15])([CH3:16])[O:14]2)=[O:26])[CH2:28][CH2:29]1. Given the reactants [B:10]1([B:10]2[O:14][C:13]([CH3:16])([CH3:15])[C:12]([CH3:18])([CH3:17])[O:11]2)[O:14][C:13]([CH3:16])([CH3:15])[C:12]([CH3:18])([CH3:17])[O:11]1.[C:19]1([C:25]([CH:27]2[CH2:29][CH2:28]2)=[O:26])[CH:24]=[CH:23][CH:22]=[CH:21][CH:20]=1.COC1C=CC=CN=1, predict the reaction product. (4) Given the reactants [N:1]([CH2:4][CH:5]1[CH2:9][C:8]2[CH:10]=[C:11]([CH:20]3[CH2:24][CH2:23][CH2:22][CH2:21]3)[CH:12]=[C:13]([C:14]3[CH:19]=[CH:18][CH:17]=[CH:16][CH:15]=3)[C:7]=2[O:6]1)=[N+]=[N-].C1(P(C2C=CC=CC=2)C2C=CC=CC=2)C=CC=CC=1, predict the reaction product. The product is: [CH:20]1([C:11]2[CH:12]=[C:13]([C:14]3[CH:19]=[CH:18][CH:17]=[CH:16][CH:15]=3)[C:7]3[O:6][CH:5]([CH2:4][NH2:1])[CH2:9][C:8]=3[CH:10]=2)[CH2:21][CH2:22][CH2:23][CH2:24]1. (5) Given the reactants CS(O[C@@H:6]1[CH2:11][CH2:10][O:9][CH2:8][C@H:7]1[NH:12][C:13]([O:15][C:16]([CH3:19])([CH3:18])[CH3:17])=[O:14])(=O)=O.[N-:20]=[N+:21]=[N-:22].[Na+].C([O-])(=O)C.[Na+], predict the reaction product. The product is: [N:20]([C@H:6]1[CH2:11][CH2:10][O:9][CH2:8][C@H:7]1[NH:12][C:13](=[O:14])[O:15][C:16]([CH3:19])([CH3:18])[CH3:17])=[N+:21]=[N-:22].